The task is: Predict the reactants needed to synthesize the given product.. This data is from Full USPTO retrosynthesis dataset with 1.9M reactions from patents (1976-2016). (1) Given the product [CH3:14][S:13][C:4]1[N:3]=[C:2]([NH:24][C:21]2([C:15]3[CH:20]=[CH:19][CH:18]=[CH:17][CH:16]=3)[CH2:23][CH2:22]2)[C:7]([C:8]([O:10][CH2:11][CH3:12])=[O:9])=[CH:6][N:5]=1, predict the reactants needed to synthesize it. The reactants are: Cl[C:2]1[C:7]([C:8]([O:10][CH2:11][CH3:12])=[O:9])=[CH:6][N:5]=[C:4]([S:13][CH3:14])[N:3]=1.[C:15]1([C:21]2([NH2:24])[CH2:23][CH2:22]2)[CH:20]=[CH:19][CH:18]=[CH:17][CH:16]=1.CCN(C(C)C)C(C)C. (2) Given the product [NH:5]([C:6]1[CH:15]=[CH:14][C:9]([C:10]([NH:12][CH3:13])=[O:11])=[C:8]([F:16])[CH:7]=1)[NH2:1], predict the reactants needed to synthesize it. The reactants are: [N:1]([O-])=O.[Na+].[NH2:5][C:6]1[CH:15]=[CH:14][C:9]([C:10]([NH:12][CH3:13])=[O:11])=[C:8]([F:16])[CH:7]=1.Cl[Sn]Cl. (3) Given the product [CH3:26][CH:25]([CH3:24])[N:28]=[C:40]=[N:37][CH:32]([CH3:33])[CH3:31], predict the reactants needed to synthesize it. The reactants are: C(C(C1C=[CH:26][C:25]([NH2:28])=[CH:24]C=1)C(O)=O)(OCC1C2C(=CC=CC=2)C2C1=CC=CC=2)=O.C1C=[CH:31][C:32]2[N:37](O)N=N[C:33]=2C=1.O.[CH3:40]N(C=O)C.C(Cl)Cl. (4) Given the product [ClH:2].[Cl:23][C:24]1[CH:25]=[C:26]([NH:27][C:3]2[C:4]3[NH:11][C:10]([C:12]4[CH:13]=[CH:14][C:15]([C:16]([OH:18])=[O:17])=[CH:21][CH:22]=4)=[CH:9][C:5]=3[N:6]=[CH:7][N:8]=2)[CH:28]=[CH:29][C:30]=1[O:31][CH2:32][C:33]1[CH:38]=[CH:37][CH:36]=[C:35]([F:39])[CH:34]=1, predict the reactants needed to synthesize it. The reactants are: Cl.[Cl:2][C:3]1[C:4]2[NH:11][C:10]([C:12]3[CH:22]=[CH:21][C:15]([C:16]([O:18]CC)=[O:17])=[CH:14][CH:13]=3)=[CH:9][C:5]=2[N:6]=[CH:7][N:8]=1.[Cl:23][C:24]1[CH:25]=[C:26]([CH:28]=[CH:29][C:30]=1[O:31][CH2:32][C:33]1[CH:38]=[CH:37][CH:36]=[C:35]([F:39])[CH:34]=1)[NH2:27].CN1CCCC1=O.C(=O)([O-])O.[Na+]. (5) Given the product [NH2:11][C:10]1[C:4]2[C:5](=[N:6][CH:7]=[C:2]([Br:1])[C:3]=2[N:24]2[CH2:25][CH2:26][CH2:27][C@@H:22]([N:14]([CH3:13])[C:15](=[O:21])[O:16][C:17]([CH3:18])([CH3:19])[CH3:20])[CH2:23]2)[NH:8][CH:9]=1, predict the reactants needed to synthesize it. The reactants are: [Br:1][C:2]1[C:3](F)=[C:4]2[C:10]([NH2:11])=[CH:9][NH:8][C:5]2=[N:6][CH:7]=1.[CH3:13][N:14]([C@@H:22]1[CH2:27][CH2:26][CH2:25][NH:24][CH2:23]1)[C:15](=[O:21])[O:16][C:17]([CH3:20])([CH3:19])[CH3:18].C(N(C(C)C)C(C)C)C. (6) Given the product [Cl:1][C:2]1[CH:7]=[CH:6][C:5]([C@@H:8]([NH:11][S@:12]([C:14]([CH3:17])([CH3:15])[CH3:16])=[O:13])[CH2:9][CH3:10])=[C:4]([F:18])[C:3]=1[O:19][C:20]1[CH:25]=[CH:24][CH:23]=[C:22]([CH2:26][OH:27])[CH:21]=1, predict the reactants needed to synthesize it. The reactants are: [Cl:1][C:2]1[CH:7]=[CH:6][C:5]([C@@H:8]([NH:11][S@:12]([C:14]([CH3:17])([CH3:16])[CH3:15])=[O:13])[CH2:9][CH3:10])=[C:4]([F:18])[C:3]=1[O:19][C:20]1[CH:25]=[CH:24][CH:23]=[C:22]([CH:26]=[O:27])[CH:21]=1.[BH4-].[Na+]. (7) Given the product [Cl:3][C:4]1[CH:5]=[CH:6][C:7]2[S:11][C:10]([S:12]([NH:15][C:16]3[CH:17]=[C:18]([CH:23]=[CH:24][CH:25]=3)[C:19]([OH:21])=[O:20])(=[O:14])=[O:13])=[C:9]([CH3:26])[C:8]=2[CH:27]=1, predict the reactants needed to synthesize it. The reactants are: [OH-].[K+].[Cl:3][C:4]1[CH:5]=[CH:6][C:7]2[S:11][C:10]([S:12]([NH:15][C:16]3[CH:17]=[C:18]([CH:23]=[CH:24][CH:25]=3)[C:19]([O:21]C)=[O:20])(=[O:14])=[O:13])=[C:9]([CH3:26])[C:8]=2[CH:27]=1. (8) Given the product [CH3:1][C:2]1[S:6][C:5]2[NH:7][C:8]3[CH:9]=[CH:10][CH:11]=[CH:12][C:13]=3[N:14]=[C:15]([N:16]3[CH2:17][CH2:18][N:19]([CH3:22])[CH2:20][CH2:21]3)[C:4]=2[CH:3]=1.[C:23]([O-:27])(=[O:26])[CH2:24][OH:25], predict the reactants needed to synthesize it. The reactants are: [CH3:1][C:2]1[S:6][C:5]2[NH:7][C:8]3[CH:9]=[CH:10][CH:11]=[CH:12][C:13]=3[N:14]=[C:15]([N:16]3[CH2:21][CH2:20][N:19]([CH3:22])[CH2:18][CH2:17]3)[C:4]=2[CH:3]=1.[C:23]([OH:27])(=[O:26])[CH2:24][OH:25]. (9) The reactants are: [CH:1]([Si:4]([C:11]#[CH:12])([CH:8]([CH3:10])[CH3:9])[CH:5]([CH3:7])[CH3:6])([CH3:3])[CH3:2].[Li]C[CH2:15][CH2:16][CH3:17].[Br:18][C:19]1[S:20][C:21]2[C:22](=O)[C:23]3[CH:24]=[C:25]([Br:32])[S:26][C:27]=3[C:28](=O)[C:29]=2[CH:30]=1.Cl[Sn]Cl.Cl. Given the product [Br:18][C:19]1[S:20][C:21]2[C:29]([CH:30]=1)=[C:28]([C:12]#[C:11][Si:4]([CH:5]([CH3:6])[CH3:7])([CH:1]([CH3:3])[CH3:2])[CH:8]([CH3:10])[CH3:9])[C:27]1[S:26][C:25]([Br:32])=[CH:24][C:23]=1[C:22]=2[C:2]#[C:1][Si:4]([CH:8]([CH3:10])[CH3:9])([CH:16]([CH3:17])[CH3:15])[CH:5]([CH3:7])[CH3:6], predict the reactants needed to synthesize it.